Regression. Given two drug SMILES strings and cell line genomic features, predict the synergy score measuring deviation from expected non-interaction effect. From a dataset of NCI-60 drug combinations with 297,098 pairs across 59 cell lines. Drug 1: C1=CC=C(C=C1)NC(=O)CCCCCCC(=O)NO. Drug 2: C1CCC(C(C1)N)N.C(=O)(C(=O)[O-])[O-].[Pt+4]. Cell line: TK-10. Synergy scores: CSS=25.0, Synergy_ZIP=-4.81, Synergy_Bliss=3.84, Synergy_Loewe=0.806, Synergy_HSA=1.54.